Dataset: Reaction yield outcomes from USPTO patents with 853,638 reactions. Task: Predict the reaction yield, written as a fraction of the theoretical maximum amount of product (1.0 means a 100% yield; for example, 0.34 means a 34% yield). (1) The reactants are C([C:3]1[CH:4]=[C:5]2[C:9](=[CH:10][CH:11]=1)[N:8]([CH:12]1[CH2:17][CH2:16][CH2:15][CH2:14][O:13]1)[N:7]=[C:6]2[C:18]1[CH:19]=[C:20]([CH:24]=[CH:25][CH:26]=1)[C:21]([OH:23])=O)#N.C1C=CC2N(O)N=[N:33][C:31]=2C=1.CCN=C=NCCCN(C)C.[F:48][C:49]1[CH:56]=[CH:55][C:52]([CH2:53][NH2:54])=[CH:51][CH:50]=1. No catalyst specified. The product is [C:31]([CH:15]1[CH2:14][O:13][CH:12]([N:8]2[C:9]3[C:5](=[CH:4][CH:3]=[CH:11][CH:10]=3)[C:6]([C:18]3[CH:19]=[C:20]([C:21]([NH:54][CH2:53][C:52]4[CH:55]=[CH:56][C:49]([F:48])=[CH:50][CH:51]=4)=[O:23])[CH:24]=[CH:25][CH:26]=3)=[N:7]2)[CH2:17][CH2:16]1)#[N:33]. The yield is 0.900. (2) The reactants are [CH2:1]([O:3][CH:4]([O:16][CH2:17][CH3:18])[CH2:5]/[N:6]=[CH:7]/[C:8]1[CH:13]=[CH:12][CH:11]=[C:10]([OH:14])[C:9]=1[OH:15])[CH3:2].[BH4-].[Na+].O. The catalyst is CCO. The product is [CH2:1]([O:3][CH:4]([O:16][CH2:17][CH3:18])[CH2:5][NH:6][CH2:7][C:8]1[CH:13]=[CH:12][CH:11]=[C:10]([OH:14])[C:9]=1[OH:15])[CH3:2]. The yield is 0.570. (3) The reactants are [OH:1][CH2:2][CH2:3][N:4]([CH3:16])[C:5]1[CH:15]=[CH:14][C:8]([C:9]([O:11][CH2:12][CH3:13])=[O:10])=[CH:7][CH:6]=1.[H-].[Na+].[CH3:19]I.O. The catalyst is CN(C=O)C. The product is [CH3:19][O:1][CH2:2][CH2:3][N:4]([CH3:16])[C:5]1[CH:15]=[CH:14][C:8]([C:9]([O:11][CH2:12][CH3:13])=[O:10])=[CH:7][CH:6]=1. The yield is 0.720.